Dataset: Forward reaction prediction with 1.9M reactions from USPTO patents (1976-2016). Task: Predict the product of the given reaction. (1) Given the reactants Cl.C(O[C:5](=[NH:37])[C:6]1[CH:11]=[CH:10][C:9]([NH:12][C:13]2[N:14]=[CH:15][C:16]3[CH2:22][N:21]=[C:20]([C:23]4[C:28]([F:29])=[CH:27][CH:26]=[CH:25][C:24]=4[F:30])[C:19]4[CH:31]=[C:32]([Cl:35])[CH:33]=[CH:34][C:18]=4[C:17]=3[N:36]=2)=[CH:8][CH:7]=1)C.[CH3:38][CH:39]1[CH2:44][NH:43][CH2:42][CH:41]([CH3:45])[NH:40]1, predict the reaction product. The product is: [Cl:35][C:32]1[CH:33]=[CH:34][C:18]2[C:17]3[N:36]=[C:13]([NH:12][C:9]4[CH:10]=[CH:11][C:6]([C:5]([N:43]5[CH2:42][CH:41]([CH3:45])[NH:40][CH:39]([CH3:38])[CH2:44]5)=[NH:37])=[CH:7][CH:8]=4)[N:14]=[CH:15][C:16]=3[CH2:22][N:21]=[C:20]([C:23]3[C:28]([F:29])=[CH:27][CH:26]=[CH:25][C:24]=3[F:30])[C:19]=2[CH:31]=1. (2) The product is: [C:17]([C:15]1[CH:16]=[C:12]([NH:11][C:9]([NH:8][C:5]2[CH:6]=[CH:7][C:2]([C:64]3[N:68]4[CH:69]=[CH:70][C:71]([C:73]5[CH:74]=[CH:75][C:76]([S:79]([CH3:82])(=[O:80])=[O:81])=[CH:77][CH:78]=5)=[CH:72][C:67]4=[N:66][CH:65]=3)=[CH:3][CH:4]=2)=[O:10])[NH:13][N:14]=1)([CH3:20])([CH3:19])[CH3:18]. Given the reactants Br[C:2]1[CH:7]=[CH:6][C:5]([NH:8][C:9]([NH:11][C:12]2[NH:13][N:14]=[C:15]([C:17]([CH3:20])([CH3:19])[CH3:18])[CH:16]=2)=[O:10])=[CH:4][CH:3]=1.C1(P(C2CCCCC2)C2CCCCC2)CCCCC1.C([O-])(=O)C.[K+].B1(B2OC(C)(C)C(C)(C)O2)OC(C)(C)C(C)(C)O1.I[C:64]1[N:68]2[CH:69]=[CH:70][C:71]([C:73]3[CH:78]=[CH:77][C:76]([S:79]([CH3:82])(=[O:81])=[O:80])=[CH:75][CH:74]=3)=[CH:72][C:67]2=[N:66][CH:65]=1.C(=O)([O-])[O-].[K+].[K+], predict the reaction product.